This data is from Reaction yield outcomes from USPTO patents with 853,638 reactions. The task is: Predict the reaction yield, written as a fraction of the theoretical maximum amount of product (1.0 means a 100% yield; for example, 0.34 means a 34% yield). (1) The reactants are CO[C:3]([C:5]1[CH2:10][CH:9]([CH2:11][CH2:12][O:13][CH2:14][C:15]2[CH:20]=[CH:19][CH:18]=[CH:17][CH:16]=2)[CH2:8][CH2:7][CH:6]=1)=O.CC(C[AlH]CC(C)C)C.N1C=CC=CC=1.S(=O)(=O)=O.[H-].[H-].[H-].[H-].[Li+].[Al+3]. The catalyst is C1COCC1. The product is [CH3:3][C:5]1[CH2:10][CH:9]([CH2:11][CH2:12][O:13][CH2:14][C:15]2[CH:16]=[CH:17][CH:18]=[CH:19][CH:20]=2)[CH2:8][CH2:7][CH:6]=1. The yield is 0.820. (2) The reactants are [F:1][C:2]1[N:7]=[CH:6][C:5]([NH2:8])=[CH:4][CH:3]=1.[C:9]1([CH3:21])[CH:14]=[C:13]([CH3:15])[CH:12]=[C:11]([CH3:16])[C:10]=1[S:17](Cl)(=[O:19])=[O:18].CCN(CC)CC. The catalyst is C(Cl)Cl.CCOC(C)=O. The product is [F:1][C:2]1[N:7]=[CH:6][C:5]([NH:8][S:17]([C:10]2[C:11]([CH3:16])=[CH:12][C:13]([CH3:15])=[CH:14][C:9]=2[CH3:21])(=[O:19])=[O:18])=[CH:4][CH:3]=1. The yield is 0.680. (3) The reactants are [H-].[Al+3].[Li+].[H-].[H-].[H-].[Cl:7][C:8]1[N:16]=[CH:15][CH:14]=[CH:13][C:9]=1[C:10](O)=[O:11].[OH-].[Na+]. The catalyst is C1COCC1. The product is [Cl:7][C:8]1[C:9]([CH2:10][OH:11])=[CH:13][CH:14]=[CH:15][N:16]=1. The yield is 0.680.